From a dataset of Forward reaction prediction with 1.9M reactions from USPTO patents (1976-2016). Predict the product of the given reaction. (1) Given the reactants [F:1][C:2]1[CH:7]=[CH:6][C:5]([C:8]2[C:16]3[C:11](=[CH:12][CH:13]=[C:14]([NH:17][C:18]([C:20]4([S:25][CH3:26])[CH2:24][CH2:23][NH:22][CH2:21]4)=[O:19])[CH:15]=3)[NH:10][N:9]=2)=[CH:4][CH:3]=1.Cl[CH2:28][C:29]([N:31]1[CH2:36][CH2:35][N:34]([C:37]2[CH:42]=[CH:41][C:40]([C:43]3[N:48]=[CH:47][CH:46]=[CH:45][N:44]=3)=[C:39]([F:49])[CH:38]=2)[CH2:33][CH2:32]1)=[O:30].C(N(C(C)C)CC)(C)C, predict the reaction product. The product is: [F:1][C:2]1[CH:7]=[CH:6][C:5]([C:8]2[C:16]3[C:11](=[CH:12][CH:13]=[C:14]([NH:17][C:18]([C:20]4([S:25][CH3:26])[CH2:24][CH2:23][N:22]([CH2:28][C:29]([N:31]5[CH2:36][CH2:35][N:34]([C:37]6[CH:42]=[CH:41][C:40]([C:43]7[N:44]=[CH:45][CH:46]=[CH:47][N:48]=7)=[C:39]([F:49])[CH:38]=6)[CH2:33][CH2:32]5)=[O:30])[CH2:21]4)=[O:19])[CH:15]=3)[NH:10][N:9]=2)=[CH:4][CH:3]=1. (2) Given the reactants C(Cl)(Cl)Cl.[CH3:5][O:6][C:7]1[CH:16]=[C:15]2[C:10]([N:11]=[CH:12][C:13](=[O:38])[N:14]2[CH2:17][CH2:18][CH2:19][C:20]2([C:33]([O:35][CH2:36][CH3:37])=[O:34])[CH2:25][CH2:24][N:23](C(OC(C)(C)C)=O)[CH2:22][CH2:21]2)=[CH:9][CH:8]=1.FC(F)(F)C(O)=O.C(OCC)(=O)C, predict the reaction product. The product is: [CH3:5][O:6][C:7]1[CH:16]=[C:15]2[C:10]([N:11]=[CH:12][C:13](=[O:38])[N:14]2[CH2:17][CH2:18][CH2:19][C:20]2([C:33]([O:35][CH2:36][CH3:37])=[O:34])[CH2:25][CH2:24][NH:23][CH2:22][CH2:21]2)=[CH:9][CH:8]=1. (3) Given the reactants Cl[C:2]1[CH:11]=[C:10]([C:12]([OH:14])=[O:13])[C:9]2[C:4](=[CH:5][CH:6]=[CH:7][CH:8]=2)[N:3]=1.[CH3:15][N:16]([CH3:36])[CH2:17][CH2:18][CH2:19][O:20][C:21]1[N:26]=[CH:25][C:24](B2OC(C)(C)C(C)(C)O2)=[CH:23][CH:22]=1.CN1CCN(C2N=CC=CC=2B2OC(C)(C)C(C)(C)O2)CC1.CN1CCN(C2N=CC(C3C=C(C(O)=O)C4C(=CC=CC=4)N=3)=CC=2)CC1, predict the reaction product. The product is: [CH3:36][N:16]([CH3:15])[CH2:17][CH2:18][CH2:19][O:20][C:21]1[N:26]=[CH:25][C:24]([C:2]2[CH:11]=[C:10]([C:12]([OH:14])=[O:13])[C:9]3[C:4](=[CH:5][CH:6]=[CH:7][CH:8]=3)[N:3]=2)=[CH:23][CH:22]=1. (4) Given the reactants [CH3:1][S:2]([OH:5])(=[O:4])=[O:3].[CH3:6][CH2:7][CH2:8][CH2:9][CH2:10][CH2:11][O:12][C:13](/[N:15]=[C:16](\[NH2:51])/[C:17]1[CH:18]=[CH:19][C:20]([NH:23][CH2:24][C:25]2[N:33]([CH3:34])[C:32]3[CH:31]=[CH:30][C:29]([C:35]([N:37]([C:45]4[CH:46]=[CH:47][CH:48]=[CH:49][N:50]=4)[CH2:38][CH2:39][C:40]([O:42][CH2:43][CH3:44])=[O:41])=[O:36])=[CH:28][C:27]=3[N:26]=2)=[CH:21][CH:22]=1)=[O:14], predict the reaction product. The product is: [CH3:6][CH2:7][CH2:8][CH2:9][CH2:10][CH2:11][O:12][C:13](/[N:15]=[C:16](\[NH2:51])/[C:17]1[CH:18]=[CH:19][C:20]([NH:23][CH2:24][C:25]2[N:33]([CH3:34])[C:32]3[CH:31]=[CH:30][C:29]([C:35]([N:37]([C:45]4[CH:46]=[CH:47][CH:48]=[CH:49][N:50]=4)[CH2:38][CH2:39][C:40]([O:42][CH2:43][CH3:44])=[O:41])=[O:36])=[CH:28][C:27]=3[N:26]=2)=[CH:21][CH:22]=1)=[O:14].[CH3:1][S:2]([OH:5])(=[O:4])=[O:3]. (5) Given the reactants [C:1]([C:3]([NH:6][C:7](=[O:16])[O:8][CH2:9][C:10]1[CH:15]=[CH:14][CH:13]=[CH:12][CH:11]=1)([CH3:5])[CH3:4])#[N:2].OO.O[Li].O.[O-:22]S([O-])=O.[Na+].[Na+].C(O)(=O)CC(CC(O)=O)(C(O)=O)O, predict the reaction product. The product is: [NH2:2][C:1](=[O:22])[C:3]([NH:6][C:7](=[O:16])[O:8][CH2:9][C:10]1[CH:15]=[CH:14][CH:13]=[CH:12][CH:11]=1)([CH3:5])[CH3:4].